From a dataset of Full USPTO retrosynthesis dataset with 1.9M reactions from patents (1976-2016). Predict the reactants needed to synthesize the given product. Given the product [O:11]=[C:9]1[NH:1][C@H:2]([C:3]([OH:5])=[O:4])[CH2:6][CH2:7][CH2:8]1, predict the reactants needed to synthesize it. The reactants are: [NH2:1][C@@H:2]([CH2:6][CH2:7][CH2:8][C:9]([OH:11])=O)[C:3]([OH:5])=[O:4].C(O)(=O)C.